This data is from Forward reaction prediction with 1.9M reactions from USPTO patents (1976-2016). The task is: Predict the product of the given reaction. Given the reactants [NH:1]1[C:9]2[CH:8]=[CH:7][CH:6]=[C:5]([C:10]([OH:12])=[O:11])[C:4]=2[CH:3]=[CH:2]1.[BH3-]C#N.[Na+].N1C2C(=CC=CC=2)C=C1, predict the reaction product. The product is: [NH:1]1[C:9]2[CH:8]=[CH:7][CH:6]=[C:5]([C:10]([OH:12])=[O:11])[C:4]=2[CH2:3][CH2:2]1.